From a dataset of Forward reaction prediction with 1.9M reactions from USPTO patents (1976-2016). Predict the product of the given reaction. (1) Given the reactants [N+:1]([C:4]1[CH:9]=[CH:8][C:7]([C:10]#[C:11][CH2:12][NH:13][C:14](=[O:20])[O:15][C:16]([CH3:19])([CH3:18])[CH3:17])=[C:6]([C:21]2[O:25][CH:24]=[N:23][CH:22]=2)[CH:5]=1)([O-])=O, predict the reaction product. The product is: [NH2:1][C:4]1[CH:9]=[CH:8][C:7]([C:10]#[C:11][CH2:12][NH:13][C:14](=[O:20])[O:15][C:16]([CH3:19])([CH3:17])[CH3:18])=[C:6]([C:21]2[O:25][CH:24]=[N:23][CH:22]=2)[CH:5]=1. (2) Given the reactants [CH2:1]([O:8][NH:9][C:10](=[O:19])[CH2:11][CH2:12][CH2:13][CH2:14][CH2:15][CH2:16][CH2:17]Br)[C:2]1[CH:7]=[CH:6][CH:5]=[CH:4][CH:3]=1.[OH:20][C:21]1[CH:33]=[CH:32][C:31]2[C:30]3[C:25](=[CH:26][CH:27]=[CH:28][CH:29]=3)[C:24](=[O:34])[C:23]=2[CH:22]=1.C(=O)([O-])[O-].[K+].[K+], predict the reaction product. The product is: [CH2:1]([O:8][NH:9][C:10](=[O:19])[CH2:11][CH2:12][CH2:13][CH2:14][CH2:15][CH2:16][CH2:17][O:20][C:21]1[CH:33]=[CH:32][C:31]2[C:30]3[C:25](=[CH:26][CH:27]=[CH:28][CH:29]=3)[C:24](=[O:34])[C:23]=2[CH:22]=1)[C:2]1[CH:7]=[CH:6][CH:5]=[CH:4][CH:3]=1. (3) Given the reactants [F:1][C:2]1[CH:23]=[CH:22][C:5]([CH2:6][C:7]2[CH:8]=[N:9][C:10]3[N:11]([N:14]=[CH:15][C:16]=3[C:17]([O:19]CC)=[O:18])[C:12]=2[CH3:13])=[CH:4][C:3]=1[O:24][C:25]([F:28])([F:27])[F:26].[OH-].[K+].Cl, predict the reaction product. The product is: [F:1][C:2]1[CH:23]=[CH:22][C:5]([CH2:6][C:7]2[CH:8]=[N:9][C:10]3[N:11]([N:14]=[CH:15][C:16]=3[C:17]([OH:19])=[O:18])[C:12]=2[CH3:13])=[CH:4][C:3]=1[O:24][C:25]([F:28])([F:27])[F:26]. (4) Given the reactants [CH3:1][NH:2][CH2:3][C:4]([OH:6])=[O:5].[CH2:7](O)[CH2:8][CH2:9][CH2:10][CH2:11][CH2:12][CH2:13][CH2:14][CH2:15][CH2:16][CH2:17][CH2:18][CH2:19][CH2:20][CH2:21][CH3:22].[ClH:24].O1CCOCC1, predict the reaction product. The product is: [ClH:24].[CH2:22]([O:5][C:4](=[O:6])[CH2:3][NH:2][CH3:1])[CH2:21][CH2:20][CH2:19][CH2:18][CH2:17][CH2:16][CH2:15][CH2:14][CH2:13][CH2:12][CH2:11][CH2:10][CH2:9][CH2:8][CH3:7]. (5) Given the reactants [CH2:1]([C:3]1([CH2:8][CH2:9][CH2:10][CH2:11][CH2:12][CH:13]([C:16]2[NH:17][C:18]([C:21]3[CH:30]=[CH:29][C:28]4[C:23](=[CH:24][CH:25]=[CH:26][CH:27]=4)[CH:22]=3)=[CH:19][N:20]=2)[CH2:14][OH:15])OCC[O:4]1)[CH3:2].C(Cl)Cl.[C:34]([OH:40])([C:36]([F:39])([F:38])[F:37])=[O:35], predict the reaction product. The product is: [F:37][C:36]([F:39])([F:38])[C:34]([O-:40])=[O:35].[OH:15][CH2:14][CH:13]([C:16]1[NH:17][C:18]([C:21]2[CH:30]=[CH:29][C:28]3[C:23](=[CH:24][CH:25]=[CH:26][CH:27]=3)[CH:22]=2)=[CH:19][NH+:20]=1)[CH2:12][CH2:11][CH2:10][CH2:9][CH2:8][C:3](=[O:4])[CH2:1][CH3:2]. (6) Given the reactants C(Cl)(=O)C(Cl)=O.[CH2:7]([O:14][C@H:15]1[C@H:20]([O:21][CH2:22][C:23]2[CH:28]=[CH:27][CH:26]=[CH:25][CH:24]=2)[C@@H:19]([O:29][CH2:30][C:31]2[CH:36]=[CH:35][CH:34]=[CH:33][CH:32]=2)[C@@:18]([C:39]2[CH:44]=[CH:43][C:42]([Cl:45])=[C:41]([CH2:46][C:47]3[CH:48]=[CH:49][C:50]4[O:54][CH2:53][CH2:52][C:51]=4[CH:55]=3)[CH:40]=2)([O:37][CH3:38])[O:17][C@@H:16]1[CH2:56][OH:57])[C:8]1[CH:13]=[CH:12][CH:11]=[CH:10][CH:9]=1.C(N(CC)CC)C, predict the reaction product. The product is: [CH2:7]([O:14][C@H:15]1[C@H:20]([O:21][CH2:22][C:23]2[CH:28]=[CH:27][CH:26]=[CH:25][CH:24]=2)[C@@H:19]([O:29][CH2:30][C:31]2[CH:36]=[CH:35][CH:34]=[CH:33][CH:32]=2)[C@@:18]([C:39]2[CH:44]=[CH:43][C:42]([Cl:45])=[C:41]([CH2:46][C:47]3[CH:48]=[CH:49][C:50]4[O:54][CH2:53][CH2:52][C:51]=4[CH:55]=3)[CH:40]=2)([O:37][CH3:38])[O:17][C@@H:16]1[CH:56]=[O:57])[C:8]1[CH:9]=[CH:10][CH:11]=[CH:12][CH:13]=1. (7) The product is: [Cl:7][C:8]1[C:12]([NH:13][C:14](=[O:24])[CH2:15][CH2:16][S:17][CH2:18][CH2:19][C:20]([F:21])([F:22])[F:23])=[CH:11][N:10]([C:32]2[CH:33]=[N:34][CH:35]=[CH:36][CH:37]=2)[N:9]=1. Given the reactants CNCCNC.[Cl:7][C:8]1[C:12]([NH:13][C:14](=[O:24])[CH2:15][CH2:16][S:17][CH2:18][CH2:19][C:20]([F:23])([F:22])[F:21])=[CH:11][NH:10][N:9]=1.C([O-])([O-])=O.[K+].[K+].Br[C:32]1[CH:33]=[N:34][CH:35]=[CH:36][CH:37]=1, predict the reaction product.